Dataset: Reaction yield outcomes from USPTO patents with 853,638 reactions. Task: Predict the reaction yield, written as a fraction of the theoretical maximum amount of product (1.0 means a 100% yield; for example, 0.34 means a 34% yield). The reactants are [H-].[Na+].[C:3]([C:5]1[CH:6]=[C:7]2[C:11](=[CH:12][CH:13]=1)[NH:10][CH:9]=[CH:8]2)#[N:4].C[N:15]1C(=O)CCC1. No catalyst specified. The product is [C:3]([C:5]1[CH:6]=[C:7]2[C:11](=[CH:12][CH:13]=1)[N:10]([NH2:15])[CH:9]=[CH:8]2)#[N:4]. The yield is 0.160.